This data is from Full USPTO retrosynthesis dataset with 1.9M reactions from patents (1976-2016). The task is: Predict the reactants needed to synthesize the given product. (1) Given the product [Br:1][C:2]1[CH:10]=[CH:9][C:5]([C:6]([Cl:16])=[O:7])=[C:4]([N+:11]([O-:13])=[O:12])[CH:3]=1, predict the reactants needed to synthesize it. The reactants are: [Br:1][C:2]1[CH:10]=[CH:9][C:5]([C:6](O)=[O:7])=[C:4]([N+:11]([O-:13])=[O:12])[CH:3]=1.S(Cl)([Cl:16])=O. (2) Given the product [CH3:14][O:13][C:8]1[CH:7]=[C:6]2[C:11](=[CH:10][CH:9]=1)[CH:12]=[C:3]([C@H:2]([CH3:1])[C:15]([O:17][CH2:19]/[CH:20]=[CH:21]\[CH2:22][OH:23])=[O:16])[CH:4]=[CH:5]2, predict the reactants needed to synthesize it. The reactants are: [CH3:1][C@H:2]([C:15]([OH:17])=[O:16])[C:3]1[CH:4]=[CH:5][C:6]2[CH:7]=[C:8]([O:13][CH3:14])[CH:9]=[CH:10][C:11]=2[CH:12]=1.[Cl-].[CH2:19](O)/[CH:20]=[CH:21]\[CH2:22][OH:23].C(N(CC)CC)C.CCOC(C)=O. (3) Given the product [CH3:1][O:2][C:3]([C:5]1[CH:6]([CH3:18])[C:7]2[C:8](=[CH:12][CH:13]=1)[N:9]=[N:10][N:11]=2)=[O:4], predict the reactants needed to synthesize it. The reactants are: [CH3:1][O:2][C:3]([C:5]1[CH2:6][C:7]2[C:8](=[CH:12][CH:13]=1)[N:9]=[N:10][N:11]=2)=[O:4].[H-].[Na+].CI.[CH3:18]COC(C)=O. (4) The reactants are: [Cl:1][C:2]1[CH:3]=[C:4](B(O)O)[CH:5]=[C:6]([Cl:10])[C:7]=1[O:8][CH3:9].Br[C:15]1[CH:20]=[C:19]([F:21])[C:18]([F:22])=[CH:17][C:16]=1[C:23]1[CH:28]=[CH:27][C:26]([S:29]([NH2:32])(=[O:31])=[O:30])=[CH:25][CH:24]=1. Given the product [Cl:1][C:2]1[CH:3]=[C:4]([C:15]2[CH:20]=[C:19]([F:21])[C:18]([F:22])=[CH:17][C:16]=2[C:23]2[CH:24]=[CH:25][C:26]([S:29]([NH2:32])(=[O:31])=[O:30])=[CH:27][CH:28]=2)[CH:5]=[C:6]([Cl:10])[C:7]=1[O:8][CH3:9], predict the reactants needed to synthesize it. (5) Given the product [C:12]([C:11]1[CH:14]=[C:7]([B:21]([OH:26])[OH:22])[CH:8]=[CH:9][C:10]=1[O:15][CH2:16][C:17]([CH3:20])([CH3:19])[CH2:18][CH3:1])#[N:13], predict the reactants needed to synthesize it. The reactants are: [CH2:1]([Li])CCC.Br[C:7]1[CH:8]=[CH:9][C:10]([O:15][CH2:16][C:17]([CH3:20])([CH3:19])[CH3:18])=[C:11]([CH:14]=1)[C:12]#[N:13].[B:21](OC(C)C)([O:26]C(C)C)[O:22]C(C)C.Cl. (6) Given the product [ClH:1].[CH3:12][NH:13][CH2:15][C:16]1[CH:24]=[CH:23][CH:22]=[C:21]2[C:17]=1[CH2:18][N:19]([CH:26]1[CH2:31][CH2:30][C:29](=[O:32])[NH:28][C:27]1=[O:33])[C:20]2=[O:25], predict the reactants needed to synthesize it. The reactants are: [ClH:1].CCOCC.C(O[C:12](=O)[N:13]([CH2:15][C:16]1[CH:24]=[CH:23][CH:22]=[C:21]2[C:17]=1[CH2:18][N:19]([CH:26]1[CH2:31][CH2:30][C:29](=[O:32])[NH:28][C:27]1=[O:33])[C:20]2=[O:25])C)(C)(C)C. (7) The reactants are: OS(O)(=O)=O.[C:6]([C:10]1[CH:16]=[CH:15][C:14]([N+:17]([O-:19])=[O:18])=[CH:13][C:11]=1N)([CH3:9])([CH3:8])[CH3:7].NC1C=CC=CC=1.N([O-])=[O:28].[Na+].NC(N)=O. Given the product [C:6]([C:10]1[CH:16]=[CH:15][C:14]([N+:17]([O-:19])=[O:18])=[CH:13][C:11]=1[OH:28])([CH3:9])([CH3:8])[CH3:7], predict the reactants needed to synthesize it. (8) Given the product [F:16][C:12]1[CH:11]=[C:10]([C:9]2[C:8](=[O:17])[N:7]3[C:18]([CH3:21])=[CH:19][S:20][C:6]3=[N:5][C:4]=2[CH:2]([NH:1][C:23]2[N:31]=[CH:30][N:29]=[C:28]3[C:24]=2[N:25]=[CH:26][NH:27]3)[CH3:3])[CH:15]=[CH:14][CH:13]=1, predict the reactants needed to synthesize it. The reactants are: [NH2:1][CH:2]([C:4]1[N:5]=[C:6]2[S:20][CH:19]=[C:18]([CH3:21])[N:7]2[C:8](=[O:17])[C:9]=1[C:10]1[CH:15]=[CH:14][CH:13]=[C:12]([F:16])[CH:11]=1)[CH3:3].Br[C:23]1[N:31]=[CH:30][N:29]=[C:28]2[C:24]=1[N:25]=[CH:26][NH:27]2.C(N(CC)C(C)C)(C)C. (9) Given the product [CH2:1]([O:8][C:9]1[C:10]([CH:19]2[C:27]3[C:22](=[CH:23][CH:24]=[CH:25][CH:26]=3)[N:21]([CH:28]([C:35]3[CH:40]=[CH:39][CH:38]=[CH:37][CH:36]=3)[C:29]3[CH:30]=[CH:31][CH:32]=[CH:33][CH:34]=3)[C:20]2=[O:41])=[CH:11][C:12]2[O:17][CH2:16][CH2:15][O:14][C:13]=2[CH:18]=1)[C:2]1[CH:7]=[CH:6][CH:5]=[CH:4][CH:3]=1, predict the reactants needed to synthesize it. The reactants are: [CH2:1]([O:8][C:9]1[C:10]([C:19]2(O)[C:27]3[C:22](=[CH:23][CH:24]=[CH:25][CH:26]=3)[N:21]([CH:28]([C:35]3[CH:40]=[CH:39][CH:38]=[CH:37][CH:36]=3)[C:29]3[CH:34]=[CH:33][CH:32]=[CH:31][CH:30]=3)[C:20]2=[O:41])=[CH:11][C:12]2[O:17][CH2:16][CH2:15][O:14][C:13]=2[CH:18]=1)[C:2]1[CH:7]=[CH:6][CH:5]=[CH:4][CH:3]=1.FC(F)(F)C(O)=O.C([SiH](CC)CC)C. (10) Given the product [C:1]([O:5][CH:6]([C:12]1[C:16]([C:34]2[CH:43]=[CH:42][C:41]3[CH2:40][CH2:39][CH2:38][CH2:37][C:36]=3[CH:35]=2)=[C:15]([CH3:26])[S:14][C:13]=1[CH3:27])[C:7]([O:9][CH2:10][CH3:11])=[O:8])([CH3:2])([CH3:3])[CH3:4], predict the reactants needed to synthesize it. The reactants are: [C:1]([O:5][CH:6]([C:12]1[C:16](B2OC(C)(C)C(C)(C)O2)=[C:15]([CH3:26])[S:14][C:13]=1[CH3:27])[C:7]([O:9][CH2:10][CH3:11])=[O:8])([CH3:4])([CH3:3])[CH3:2].FC(F)(F)S(O[C:34]1[CH:43]=[CH:42][C:41]2[CH2:40][CH2:39][CH2:38][CH2:37][C:36]=2[CH:35]=1)(=O)=O.C(=O)([O-])[O-].[Na+].[Na+].